From a dataset of Forward reaction prediction with 1.9M reactions from USPTO patents (1976-2016). Predict the product of the given reaction. (1) Given the reactants [Cl:1][C:2]1[CH:7]=[CH:6][C:5]([C:8]2[CH:9]=[C:10]([CH2:25][O:26][C:27]([CH3:32])([CH3:31])[C:28](O)=[O:29])[C:11]([CH3:24])=[N:12][C:13]=2[C:14]2[CH:19]=[CH:18][C:17]([C:20]([F:23])([F:22])[F:21])=[CH:16][CH:15]=2)=[CH:4][CH:3]=1.Cl.CN(C)CCCN=C=NCC.FC1C(O)=C(F)C(F)=C(F)C=1F.[NH2:57][CH2:58][C:59]1[CH:67]=[CH:66][C:62]([C:63]([OH:65])=[O:64])=[CH:61][CH:60]=1, predict the reaction product. The product is: [Cl:1][C:2]1[CH:3]=[CH:4][C:5]([C:8]2[CH:9]=[C:10]([CH2:25][O:26][C:27]([CH3:32])([CH3:31])[C:28]([NH:57][CH2:58][C:59]3[CH:60]=[CH:61][C:62]([C:63]([OH:65])=[O:64])=[CH:66][CH:67]=3)=[O:29])[C:11]([CH3:24])=[N:12][C:13]=2[C:14]2[CH:15]=[CH:16][C:17]([C:20]([F:22])([F:23])[F:21])=[CH:18][CH:19]=2)=[CH:6][CH:7]=1. (2) Given the reactants [CH3:1][S:2][C:3]1[CH:4]=[N:5][C:6]([C:9](OC)=[O:10])=[N:7][CH:8]=1.CC(C[AlH]CC(C)C)C, predict the reaction product. The product is: [CH3:1][S:2][C:3]1[CH:4]=[N:5][C:6]([CH:9]=[O:10])=[N:7][CH:8]=1.